This data is from Reaction yield outcomes from USPTO patents with 853,638 reactions. The task is: Predict the reaction yield, written as a fraction of the theoretical maximum amount of product (1.0 means a 100% yield; for example, 0.34 means a 34% yield). The reactants are [Cl:1][C:2]1[C:10]2[N:9]=[C:8]3[CH:11]([C:16]4[CH:21]=[CH:20][C:19]([Cl:22])=[CH:18][C:17]=4[Cl:23])[O:12][CH2:13][CH2:14][CH2:15][N:7]3[C:6]=2[C:5]([C:24]([CH:26]2[CH2:28][CH2:27]2)=[O:25])=[CH:4][CH:3]=1.[CH:29]1([Mg]Br)[CH2:31][CH2:30]1.C(OCC)(=O)C.[Cl-].[NH4+]. The catalyst is O1CCCC1. The product is [Cl:1][C:2]1[C:10]2[N:9]=[C:8]3[CH:11]([C:16]4[CH:21]=[CH:20][C:19]([Cl:22])=[CH:18][C:17]=4[Cl:23])[O:12][CH2:13][CH2:14][CH2:15][N:7]3[C:6]=2[C:5]([C:24]([CH:29]2[CH2:31][CH2:30]2)([CH:26]2[CH2:28][CH2:27]2)[OH:25])=[CH:4][CH:3]=1. The yield is 0.650.